This data is from Forward reaction prediction with 1.9M reactions from USPTO patents (1976-2016). The task is: Predict the product of the given reaction. (1) Given the reactants [CH2:1]([C:4]1[N:8]([CH2:9][C:10]2[CH:28]=[CH:27][C:13]3/[C:14](=[CH:23]/[C:24](O)=[O:25])/[C:15]4[CH:22]=[CH:21][CH:20]=[CH:19][C:16]=4[CH2:17][CH2:18][C:12]=3[CH:11]=2)[C:7]2[CH:29]=[CH:30][CH:31]=[CH:32][C:6]=2[N:5]=1)[CH2:2][CH3:3].O.[NH2:34][NH2:35].O, predict the reaction product. The product is: [CH2:1]([C:4]1[N:8]([CH2:9][C:10]2[CH:28]=[CH:27][C:13]3/[C:14](=[CH:23]/[C:24]([NH:34][NH2:35])=[O:25])/[C:15]4[CH:22]=[CH:21][CH:20]=[CH:19][C:16]=4[CH2:17][CH2:18][C:12]=3[CH:11]=2)[C:7]2[CH:29]=[CH:30][CH:31]=[CH:32][C:6]=2[N:5]=1)[CH2:2][CH3:3]. (2) Given the reactants [F:1][C:2]1[CH:7]=[CH:6][C:5]([NH:8][CH2:9][C:10]2[CH:11]=[N:12][C:13]([N:16]3[CH2:21][CH2:20][CH2:19][CH2:18][CH2:17]3)=[N:14][CH:15]=2)=[CH:4][CH:3]=1.C(N(CC)CC)C.[CH3:29][C:30]([CH3:35])([CH3:34])[C:31](Cl)=[O:32], predict the reaction product. The product is: [F:1][C:2]1[CH:7]=[CH:6][C:5]([N:8]([CH2:9][C:10]2[CH:11]=[N:12][C:13]([N:16]3[CH2:17][CH2:18][CH2:19][CH2:20][CH2:21]3)=[N:14][CH:15]=2)[C:31](=[O:32])[C:30]([CH3:35])([CH3:34])[CH3:29])=[CH:4][CH:3]=1. (3) Given the reactants [CH2:1]1[N:6]([CH:7]([C:10]2[S:11][CH:12]=[CH:13][N:14]=2)[C:8]#[N:9])[CH2:5][CH2:4][N:3]2[CH2:15][CH2:16][CH2:17][C@H:2]12.[OH:18]S(O)(=O)=O, predict the reaction product. The product is: [CH2:1]1[N:6]([CH:7]([C:10]2[S:11][CH:12]=[CH:13][N:14]=2)[C:8]([NH2:9])=[O:18])[CH2:5][CH2:4][N:3]2[CH2:15][CH2:16][CH2:17][C@H:2]12.